From a dataset of Microsomal clearance measurements from AstraZeneca. Regression/Classification. Given a drug SMILES string, predict its absorption, distribution, metabolism, or excretion properties. Task type varies by dataset: regression for continuous measurements (e.g., permeability, clearance, half-life) or binary classification for categorical outcomes (e.g., BBB penetration, CYP inhibition). For this dataset (clearance_microsome_az), we predict log10(clearance) (log10 of the in vitro intrinsic clearance, CLint, in uL/min per mg of human liver microsomal protein, equivalently mL/min/g; values are censored to the assay range of 3 to 150, which is 0.477 to 2.18 on this log10 scale). (1) The molecule is Cn1c(=N)n(CC(=O)c2ccc(Cl)cc2)c2ccccc21. The log10(clearance) is 0.480. (2) The compound is C[C@@H](O)[C@H]1C(=O)N2C(C(=O)OCOC(=O)C(C)(C)C)=C(SC3CN(C4=NCCS4)C3)[C@H](C)[C@H]12. The log10(clearance) is 2.18. (3) The drug is O=C1Nc2ccc(Cl)cc2C(c2ccccc2Cl)=NC1O. The log10(clearance) is 0.900.